From a dataset of Full USPTO retrosynthesis dataset with 1.9M reactions from patents (1976-2016). Predict the reactants needed to synthesize the given product. (1) The reactants are: [S:1]1[C:9]2[C:4](=[N:5][CH:6]=[CH:7][N:8]=2)[NH:3][C:2]1=S.C(Cl)[Cl:12].S(Cl)(Cl)(=O)=O.[OH-].[Na+]. Given the product [Cl:12][C:2]1[S:1][C:9]2[C:4]([N:3]=1)=[N:5][CH:6]=[CH:7][N:8]=2, predict the reactants needed to synthesize it. (2) Given the product [C:1]1([CH:7]([OH:9])[CH3:8])[CH:6]=[CH:5][CH:4]=[CH:3][CH:2]=1, predict the reactants needed to synthesize it. The reactants are: [C:1]1([C:7](=[O:9])[CH3:8])[CH:6]=[CH:5][CH:4]=[CH:3][CH:2]=1.O.